This data is from Reaction yield outcomes from USPTO patents with 853,638 reactions. The task is: Predict the reaction yield, written as a fraction of the theoretical maximum amount of product (1.0 means a 100% yield; for example, 0.34 means a 34% yield). (1) The reactants are [F:1][C:2]1[CH:7]=[CH:6][C:5]([N:8]2[CH:13]=[CH:12][N:11]=[C:10](C#N)[C:9]2=[O:16])=[CH:4][CH:3]=1.[OH:17]S(O)(=O)=O.[CH3:22][OH:23]. No catalyst specified. The product is [F:1][C:2]1[CH:7]=[CH:6][C:5]([N:8]2[CH:13]=[CH:12][N:11]=[C:10]([C:22]([OH:17])=[O:23])[C:9]2=[O:16])=[CH:4][CH:3]=1. The yield is 0.690. (2) The yield is 0.820. The product is [CH:16]([C:11]1([C:5]2[CH:4]=[C:3]([OH:2])[CH:8]=[C:7]([CH:6]=2)[OH:9])[CH2:15][CH2:14][CH2:13][CH2:12]1)=[CH:17][CH2:18][CH2:19][CH2:20][CH3:21]. The catalyst is CCCCCC.C1COCC1. The reactants are C[O:2][C:3]1[CH:4]=[C:5]([C:11]2([CH:16]=[CH:17][CH2:18][CH2:19][CH2:20][CH3:21])[CH2:15][CH2:14][CH2:13][CH2:12]2)[CH:6]=[C:7]([O:9]C)[CH:8]=1.C(CN)O.